This data is from NCI-60 drug combinations with 297,098 pairs across 59 cell lines. The task is: Regression. Given two drug SMILES strings and cell line genomic features, predict the synergy score measuring deviation from expected non-interaction effect. (1) Drug 1: C1CCN(CC1)CCOC2=CC=C(C=C2)C(=O)C3=C(SC4=C3C=CC(=C4)O)C5=CC=C(C=C5)O. Drug 2: C1=CN(C(=O)N=C1N)C2C(C(C(O2)CO)O)O.Cl. Cell line: HL-60(TB). Synergy scores: CSS=36.5, Synergy_ZIP=0.472, Synergy_Bliss=-2.94, Synergy_Loewe=-30.0, Synergy_HSA=-10.6. (2) Drug 2: CC1CCC2CC(C(=CC=CC=CC(CC(C(=O)C(C(C(=CC(C(=O)CC(OC(=O)C3CCCCN3C(=O)C(=O)C1(O2)O)C(C)CC4CCC(C(C4)OC)O)C)C)O)OC)C)C)C)OC. Drug 1: C1CCC(CC1)NC(=O)N(CCCl)N=O. Synergy scores: CSS=17.7, Synergy_ZIP=-13.1, Synergy_Bliss=-9.93, Synergy_Loewe=-7.56, Synergy_HSA=-3.60. Cell line: MDA-MB-231. (3) Drug 1: C1=NC(=NC(=O)N1C2C(C(C(O2)CO)O)O)N. Drug 2: CN1C2=C(C=C(C=C2)N(CCCl)CCCl)N=C1CCCC(=O)O.Cl. Cell line: SK-OV-3. Synergy scores: CSS=11.1, Synergy_ZIP=-3.09, Synergy_Bliss=0.715, Synergy_Loewe=-6.99, Synergy_HSA=1.09. (4) Drug 1: CCC(=C(C1=CC=CC=C1)C2=CC=C(C=C2)OCCN(C)C)C3=CC=CC=C3.C(C(=O)O)C(CC(=O)O)(C(=O)O)O. Drug 2: C(CCl)NC(=O)N(CCCl)N=O. Cell line: IGROV1. Synergy scores: CSS=5.83, Synergy_ZIP=3.20, Synergy_Bliss=1.18, Synergy_Loewe=1.80, Synergy_HSA=1.80. (5) Drug 1: C1=CC(=C2C(=C1NCCNCCO)C(=O)C3=C(C=CC(=C3C2=O)O)O)NCCNCCO. Drug 2: CN(C(=O)NC(C=O)C(C(C(CO)O)O)O)N=O. Cell line: HOP-62. Synergy scores: CSS=36.6, Synergy_ZIP=-3.56, Synergy_Bliss=-6.59, Synergy_Loewe=-55.1, Synergy_HSA=-5.74.